This data is from Forward reaction prediction with 1.9M reactions from USPTO patents (1976-2016). The task is: Predict the product of the given reaction. Given the reactants [CH:1]([C:3]1[CH:11]=[CH:10][C:6]([C:7]([OH:9])=[O:8])=[CH:5][C:4]=1[OH:12])=[O:2].S(=O)(=O)(O)O.[CH3:18]O, predict the reaction product. The product is: [CH:1]([C:3]1[CH:11]=[CH:10][C:6]([C:7]([O:9][CH3:18])=[O:8])=[CH:5][C:4]=1[OH:12])=[O:2].